From a dataset of Forward reaction prediction with 1.9M reactions from USPTO patents (1976-2016). Predict the product of the given reaction. (1) Given the reactants [CH:1]1([CH:4]([C:11]2[CH:16]=[CH:15][CH:14]=[C:13]([CH2:17][NH:18][C:19]3[CH:24]=[CH:23][C:22]([C:25]4[CH:30]=[C:29]([O:31][CH3:32])[CH:28]=[CH:27][C:26]=4[F:33])=[C:21]([CH2:34][C:35]([CH3:38])([CH3:37])[CH3:36])[CH:20]=3)[CH:12]=2)[CH2:5][C:6]([O:8][CH2:9][CH3:10])=[O:7])[CH2:3][CH2:2]1.C=O.[C:41](O[BH-](OC(=O)C)OC(=O)C)(=O)C.[Na+].C(=O)([O-])O.[Na+], predict the reaction product. The product is: [CH:1]1([CH:4]([C:11]2[CH:16]=[CH:15][CH:14]=[C:13]([CH2:17][N:18]([C:19]3[CH:24]=[CH:23][C:22]([C:25]4[CH:30]=[C:29]([O:31][CH3:32])[CH:28]=[CH:27][C:26]=4[F:33])=[C:21]([CH2:34][C:35]([CH3:37])([CH3:36])[CH3:38])[CH:20]=3)[CH3:41])[CH:12]=2)[CH2:5][C:6]([O:8][CH2:9][CH3:10])=[O:7])[CH2:3][CH2:2]1. (2) The product is: [NH2:1][C:2]([O:4][CH2:5][C@@H:6]1[CH2:11][C:10]([C:12]2[N:13]=[C:14]([SH:17])[S:15][CH:16]=2)=[CH:9][CH2:8][N:7]1[C:27]([O:29][CH2:30][CH:31]=[CH2:32])=[O:28])=[O:3]. Given the reactants [NH2:1][C:2]([O:4][CH2:5][C@@H:6]1[CH2:11][C:10]([C:12]2[N:13]=[C:14]([S:17]CC3C=CC(OC)=CC=3)[S:15][CH:16]=2)=[CH:9][CH2:8][N:7]1[C:27]([O:29][CH2:30][CH:31]=[CH2:32])=[O:28])=[O:3].C1(OC)C=CC=CC=1.C(N)(=S)C1C=CN=CC=1, predict the reaction product. (3) Given the reactants [C-:1]#[N:2].[K+].[Br:4][C:5]1[CH:6]=[C:7]2[C:11](=[CH:12][CH:13]=1)[C@@H:10]([N:14]1[C:18]3=[N:19][C:20]([CH2:24]OS(C)(=O)=O)=[CH:21][C:22]([CH3:23])=[C:17]3[N:16]=[C:15]1[CH2:30][CH3:31])[CH2:9][CH2:8]2, predict the reaction product. The product is: [Br:4][C:5]1[CH:6]=[C:7]2[C:11](=[CH:12][CH:13]=1)[C@@H:10]([N:14]1[C:18]3=[N:19][C:20]([CH2:24][C:1]#[N:2])=[CH:21][C:22]([CH3:23])=[C:17]3[N:16]=[C:15]1[CH2:30][CH3:31])[CH2:9][CH2:8]2. (4) Given the reactants [OH:1][C:2]1[C:3]([I:19])=[CH:4][C:5]2[CH2:6][C@H:7]3[NH:18][CH2:17][CH2:16][C@@:13]4([C:14]=2[CH:15]=1)[C@H:8]3[CH2:9][CH2:10][CH2:11][CH2:12]4.[OH-].[Na+].[CH:22]1[CH:27]=[CH:26][C:25]([CH2:28][O:29][C:30](Cl)=[O:31])=[CH:24][CH:23]=1, predict the reaction product. The product is: [OH:1][C:2]1[C:3]([I:19])=[CH:4][C:5]2[CH2:6][C@H:7]3[N:18]([C:30]([O:29][CH2:28][C:25]4[CH:26]=[CH:27][CH:22]=[CH:23][CH:24]=4)=[O:31])[CH2:17][CH2:16][C@@:13]4([C:14]=2[CH:15]=1)[C@H:8]3[CH2:9][CH2:10][CH2:11][CH2:12]4. (5) Given the reactants [OH:1][C:2]1[C:11]2[C:6](=[CH:7][CH:8]=[CH:9][CH:10]=2)[N:5]([NH:12][CH2:13][CH2:14][CH:15]([CH3:17])[CH3:16])[C:4](=[O:18])[C:3]=1[C:19]1[NH:24][C:23]2[CH:25]=[CH:26][C:27]([OH:29])=[CH:28][C:22]=2[S:21](=[O:31])(=[O:30])[N:20]=1.C(=O)([O-])[O-].[Cs+].[Cs+].Br[CH2:39][C:40]([NH2:42])=[O:41], predict the reaction product. The product is: [OH:1][C:2]1[C:11]2[C:6](=[CH:7][CH:8]=[CH:9][CH:10]=2)[N:5]([NH:12][CH2:13][CH2:14][CH:15]([CH3:17])[CH3:16])[C:4](=[O:18])[C:3]=1[C:19]1[NH:24][C:23]2[CH:25]=[CH:26][C:27]([O:29][CH2:39][C:40]([NH2:42])=[O:41])=[CH:28][C:22]=2[S:21](=[O:30])(=[O:31])[N:20]=1. (6) Given the reactants [C:1]([OH:10])(=[O:9])[C@@H:2]([C@H:4]([C:6]([OH:8])=[O:7])[OH:5])[OH:3].[CH2:11](O)[C:12]1[CH:17]=[CH:16][CH:15]=[CH:14][CH:13]=1.C(OCC)C.[C:24]1([CH3:30])[CH:29]=[CH:28][CH:27]=[CH:26][CH:25]=1, predict the reaction product. The product is: [CH2:11]([O:7][C:6](=[O:8])[C@@H:4]([C@H:2]([C:1]([O:10][CH2:30][C:24]1[CH:29]=[CH:28][CH:27]=[CH:26][CH:25]=1)=[O:9])[OH:3])[OH:5])[C:12]1[CH:17]=[CH:16][CH:15]=[CH:14][CH:13]=1. (7) Given the reactants [CH2:1]([N:8]1[CH2:12][CH:11]([CH3:13])[CH:10]([C:14]2[NH:19][C:18](=[O:20])[C:17]3=[CH:21][N:22]=[CH:23][N:16]3[N:15]=2)[CH2:9]1)[C:2]1[CH:7]=[CH:6][CH:5]=[CH:4][CH:3]=1.[Li]CCCC.[I:29]I, predict the reaction product. The product is: [CH2:1]([N:8]1[CH2:12][CH:11]([CH3:13])[CH:10]([C:14]2[NH:19][C:18](=[O:20])[C:17]3=[CH:21][N:22]=[C:23]([I:29])[N:16]3[N:15]=2)[CH2:9]1)[C:2]1[CH:3]=[CH:4][CH:5]=[CH:6][CH:7]=1.